Task: Predict which catalyst facilitates the given reaction.. Dataset: Catalyst prediction with 721,799 reactions and 888 catalyst types from USPTO (1) Reactant: C([O:8][CH2:9][CH2:10][O:11][CH2:12][C:13]([CH3:16])([OH:15])[CH3:14])C1C=CC=CC=1. Product: [OH:8][CH2:9][CH2:10][O:11][CH2:12][C:13]([CH3:16])([OH:15])[CH3:14]. The catalyst class is: 129. (2) Reactant: [CH3:1][O:2][C:3]1[CH:8]=[CH:7][CH:6]=[C:5](/[CH:9]=[CH:10]/[C:11]2[CH:16]=[CH:15][CH:14]=[CH:13][CH:12]=2)[C:4]=1[N+:17]([O-])=O.[H][H]. Product: [CH3:1][O:2][C:3]1[CH:8]=[CH:7][CH:6]=[C:5]([CH2:9][CH2:10][C:11]2[CH:16]=[CH:15][CH:14]=[CH:13][CH:12]=2)[C:4]=1[NH2:17]. The catalyst class is: 19. (3) Reactant: [C:1]([O:5][C:6]([N:8]1[CH2:13][CH2:12][CH:11]([NH:14][C:15]2[C:20]([NH2:21])=[CH:19][N:18]=[C:17]3[N:22]([S:25]([C:28]4[CH:33]=[CH:32][CH:31]=[CH:30][CH:29]=4)(=[O:27])=[O:26])[CH:23]=[CH:24][C:16]=23)[CH2:10][CH2:9]1)=[O:7])([CH3:4])([CH3:3])[CH3:2].[C:34](Cl)(=[O:38])[CH:35]([CH3:37])[CH3:36].C(N(CC)CC)C. Product: [C:1]([O:5][C:6]([N:8]1[CH2:9][CH2:10][CH:11]([NH:14][C:15]2[C:20]([NH:21][C:34](=[O:38])[CH:35]([CH3:37])[CH3:36])=[CH:19][N:18]=[C:17]3[N:22]([S:25]([C:28]4[CH:33]=[CH:32][CH:31]=[CH:30][CH:29]=4)(=[O:26])=[O:27])[CH:23]=[CH:24][C:16]=23)[CH2:12][CH2:13]1)=[O:7])([CH3:4])([CH3:2])[CH3:3]. The catalyst class is: 2.